Dataset: Forward reaction prediction with 1.9M reactions from USPTO patents (1976-2016). Task: Predict the product of the given reaction. (1) Given the reactants Br[CH2:2][C:3]1[N:4]([CH3:28])[C:5]2[C:10]([N:11]=1)=[C:9]([N:12]1[CH2:17][CH2:16][O:15][CH2:14][CH2:13]1)[N:8]=[C:7]([N:18]1[C:22]3[CH:23]=[CH:24][CH:25]=[CH:26][C:21]=3[N:20]=[C:19]1[CH3:27])[N:6]=2.[CH2:29]([C:31]1([CH2:36][CH3:37])[CH2:35][CH2:34][NH:33][CH2:32]1)[CH3:30], predict the reaction product. The product is: [CH2:29]([C:31]1([CH2:36][CH3:37])[CH2:35][CH2:34][N:33]([CH2:2][C:3]2[N:4]([CH3:28])[C:5]3[C:10]([N:11]=2)=[C:9]([N:12]2[CH2:17][CH2:16][O:15][CH2:14][CH2:13]2)[N:8]=[C:7]([N:18]2[C:22]4[CH:23]=[CH:24][CH:25]=[CH:26][C:21]=4[N:20]=[C:19]2[CH3:27])[N:6]=3)[CH2:32]1)[CH3:30]. (2) Given the reactants Br[C:2]1[CH:3]=[C:4]2[C:8](=[CH:9][CH:10]=1)[C:7](=[O:11])[N:6]([CH2:12][CH2:13][N:14]1[CH2:19][CH2:18][O:17][CH2:16][CH2:15]1)[CH2:5]2.[S:20]1[CH:24]=[CH:23][CH:22]=[C:21]1B(O)O, predict the reaction product. The product is: [O:17]1[CH2:18][CH2:19][N:14]([CH2:13][CH2:12][N:6]2[CH2:5][C:4]3[C:8](=[CH:9][CH:10]=[C:2]([C:21]4[S:20][CH:24]=[CH:23][CH:22]=4)[CH:3]=3)[C:7]2=[O:11])[CH2:15][CH2:16]1. (3) Given the reactants [CH2:1]([C@@:4]1([CH3:33])[CH2:9][C@H:8]([C:10]2[CH:15]=[CH:14][CH:13]=[C:12]([Cl:16])[CH:11]=2)[C@@H:7]([C:17]2[CH:22]=[CH:21][C:20]([Cl:23])=[CH:19][CH:18]=2)[N:6]([C@@H:24]([CH2:30][CH3:31])[CH2:25][CH2:26][CH2:27][CH:28]=[O:29])[C:5]1=[O:32])[CH:2]=[CH2:3].[CH3:34][Mg]Br, predict the reaction product. The product is: [CH2:1]([C@@:4]1([CH3:33])[CH2:9][C@H:8]([C:10]2[CH:15]=[CH:14][CH:13]=[C:12]([Cl:16])[CH:11]=2)[C@@H:7]([C:17]2[CH:18]=[CH:19][C:20]([Cl:23])=[CH:21][CH:22]=2)[N:6]([C@H:24]([CH2:25][CH2:26][CH2:27][CH:28]([OH:29])[CH3:34])[CH2:30][CH3:31])[C:5]1=[O:32])[CH:2]=[CH2:3].